Dataset: Full USPTO retrosynthesis dataset with 1.9M reactions from patents (1976-2016). Task: Predict the reactants needed to synthesize the given product. (1) Given the product [CH3:7][O:6][C:1](=[O:5])[CH:2]=[C:3]([C:38]1[CH:39]=[C:40]2[C:44](=[CH:45][CH:46]=1)[NH:43][N:42]=[C:41]2[C:47]1[CH:52]=[C:51]([CH:53]([CH3:55])[CH3:54])[CH:50]=[C:49]([CH:56]([CH3:58])[CH3:57])[C:48]=1[O:59][CH2:60][CH3:61])[CH3:4], predict the reactants needed to synthesize it. The reactants are: [C:1]([O:6][CH3:7])(=[O:5])/[CH:2]=[CH:3]/[CH3:4].C1(C)C=CC=CC=1P(C1C=CC=CC=1C)C1C=CC=CC=1C.C(N(CC)CC)C.Br[C:38]1[CH:39]=[C:40]2[C:44](=[CH:45][CH:46]=1)[NH:43][N:42]=[C:41]2[C:47]1[CH:52]=[C:51]([CH:53]([CH3:55])[CH3:54])[CH:50]=[C:49]([CH:56]([CH3:58])[CH3:57])[C:48]=1[O:59][CH2:60][CH3:61]. (2) Given the product [Cl:1][C:2]1[C:7]([Cl:8])=[CH:6][C:5]2[NH:9][C:16](=[O:15])[CH2:17][C:18]([C:20]3[CH:25]=[CH:24][CH:23]=[C:22]([C:26]4[CH:31]=[CH:30][N:29]=[C:28]([CH3:32])[CH:27]=4)[CH:21]=3)=[N:10][C:4]=2[CH:3]=1, predict the reactants needed to synthesize it. The reactants are: [Cl:1][C:2]1[C:7]([Cl:8])=[CH:6][C:5]([NH2:9])=[C:4]([NH2:10])[CH:3]=1.C([O:15][C:16](=O)[CH2:17][C:18]([C:20]1[CH:25]=[CH:24][CH:23]=[C:22]([C:26]2[CH:31]=[CH:30][N:29]=[C:28]([CH3:32])[CH:27]=2)[CH:21]=1)=O)(C)(C)C. (3) The reactants are: [NH2:1][CH2:2][C:3]([NH2:5])=[O:4].[Br:6][C:7]1[CH:8]=[C:9]([CH:25]=[CH:26][CH:27]=1)[CH2:10][C:11]1[C:12]([CH3:24])=[N:13][C:14]2[N:15]([N:18]=[CH:19][C:20]=2[C:21](O)=[O:22])[C:16]=1[CH3:17]. Given the product [NH2:5][C:3](=[O:4])[CH2:2][NH:1][C:21]([C:20]1[CH:19]=[N:18][N:15]2[C:16]([CH3:17])=[C:11]([CH2:10][C:9]3[CH:25]=[CH:26][CH:27]=[C:7]([Br:6])[CH:8]=3)[C:12]([CH3:24])=[N:13][C:14]=12)=[O:22], predict the reactants needed to synthesize it. (4) Given the product [CH:32]([OH:34])=[O:33].[C:40]([N:31]1[CH:26]2[CH2:39][CH:30]1[CH2:29][N:28]([C:9]1[CH:8]=[CH:7][C:3]([C:4]([NH2:6])=[O:5])=[C:2]([O:25][C:22]3[CH:21]=[CH:20][C:19]([O:12][C:13]4[CH:18]=[CH:17][CH:16]=[CH:15][CH:14]=4)=[CH:24][CH:23]=3)[N:10]=1)[CH2:27]2)(=[O:44])[CH:41]=[CH2:42], predict the reactants needed to synthesize it. The reactants are: Cl[C:2]1[N:10]=[C:9](Cl)[CH:8]=[CH:7][C:3]=1[C:4]([NH2:6])=[O:5].[O:12]([C:19]1[CH:24]=[CH:23][C:22]([OH:25])=[CH:21][CH:20]=1)[C:13]1[CH:18]=[CH:17][CH:16]=[CH:15][CH:14]=1.[CH:26]12[CH2:39][CH:30]([N:31]1[C:32]([O:34]C(C)(C)C)=[O:33])[CH2:29][NH:28][CH2:27]2.[C:40]([OH:44])(=O)[CH:41]=[CH2:42]. (5) Given the product [Cl:17][C:9]1[N:8]=[C:7]([C:23]2[CH:24]=[CH:25][C:20]([O:19][CH3:18])=[CH:21][CH:22]=2)[CH:12]=[C:11]([C:13]([F:16])([F:15])[F:14])[CH:10]=1, predict the reactants needed to synthesize it. The reactants are: O1CCCC1.Cl[C:7]1[CH:12]=[C:11]([C:13]([F:16])([F:15])[F:14])[CH:10]=[C:9]([Cl:17])[N:8]=1.[CH3:18][O:19][C:20]1[CH:25]=[CH:24][C:23]([Mg]Br)=[CH:22][CH:21]=1.